From a dataset of NCI-60 drug combinations with 297,098 pairs across 59 cell lines. Regression. Given two drug SMILES strings and cell line genomic features, predict the synergy score measuring deviation from expected non-interaction effect. Drug 2: C1CNP(=O)(OC1)N(CCCl)CCCl. Synergy scores: CSS=-5.55, Synergy_ZIP=3.67, Synergy_Bliss=3.70, Synergy_Loewe=-0.383, Synergy_HSA=-1.21. Cell line: OVCAR3. Drug 1: CS(=O)(=O)OCCCCOS(=O)(=O)C.